This data is from Forward reaction prediction with 1.9M reactions from USPTO patents (1976-2016). The task is: Predict the product of the given reaction. Given the reactants [CH2:1]([O:8][C:9]([C:11]([CH3:23])([CH3:22])[CH2:12][O:13][C:14]1[CH:21]=[CH:20][C:17]([CH:18]=[O:19])=[CH:16][CH:15]=1)=[O:10])[C:2]1[CH:7]=[CH:6][CH:5]=[CH:4][CH:3]=1.[BH4-].[Na+].Cl, predict the reaction product. The product is: [CH2:1]([O:8][C:9]([C:11]([CH3:23])([CH3:22])[CH2:12][O:13][C:14]1[CH:15]=[CH:16][C:17]([CH2:18][OH:19])=[CH:20][CH:21]=1)=[O:10])[C:2]1[CH:7]=[CH:6][CH:5]=[CH:4][CH:3]=1.